This data is from Forward reaction prediction with 1.9M reactions from USPTO patents (1976-2016). The task is: Predict the product of the given reaction. (1) Given the reactants [CH3:1][C:2]1([CH3:24])[C:14]2[CH:13]=[C:12]([C:15]3[CH:22]=[C:19]([CH:20]=O)[C:18]([OH:23])=[CH:17][CH:16]=3)[CH:11]=[CH:10][C:9]=2[C:8]2[C:3]1=[CH:4][CH:5]=[CH:6][CH:7]=2.[NH2:25][C:26]1[CH:31]=[CH:30][CH:29]=[CH:28][C:27]=1[SH:32], predict the reaction product. The product is: [S:32]1[C:27]2[CH:28]=[CH:29][CH:30]=[CH:31][C:26]=2[N:25]=[C:20]1[C:19]1[CH:22]=[C:15]([C:12]2[CH:11]=[CH:10][C:9]3[C:8]4[C:3](=[CH:4][CH:5]=[CH:6][CH:7]=4)[C:2]([CH3:1])([CH3:24])[C:14]=3[CH:13]=2)[CH:16]=[CH:17][C:18]=1[OH:23]. (2) Given the reactants Br[C:2]1[O:6][C:5]([CH2:7][N:8]2[C:16]3[C:11](=[CH:12][CH:13]=[CH:14][CH:15]=3)[C:10]3([C:20]4=[CH:21][C:22]5[O:26][CH2:25][O:24][C:23]=5[CH:27]=[C:19]4[O:18][CH2:17]3)[C:9]2=[O:28])=[CH:4][CH:3]=1.[CH3:29][S:30]([O-:32])=[O:31].[Na+].N1CCC[C@H]1C(O)=O, predict the reaction product. The product is: [CH3:29][S:30]([C:2]1[O:6][C:5]([CH2:7][N:8]2[C:16]3[C:11](=[CH:12][CH:13]=[CH:14][CH:15]=3)[C:10]3([C:20]4=[CH:21][C:22]5[O:26][CH2:25][O:24][C:23]=5[CH:27]=[C:19]4[O:18][CH2:17]3)[C:9]2=[O:28])=[CH:4][CH:3]=1)(=[O:32])=[O:31]. (3) Given the reactants [CH3:1][N:2]([C:4]([NH:6][C:7]([NH2:9])=[NH:8])=[NH:5])[CH3:3].[ClH:10], predict the reaction product. The product is: [CH3:1][N:2]([C:4]([N:6]=[C:7]([NH2:9])[NH2:8])=[NH:5])[CH3:3].[ClH:10]. (4) Given the reactants [CH3:1][S:2]([NH:5][C:6]1[CH:21]=[CH:20][C:9]2[NH:10][C:11]([CH2:16][C:17](O)=[O:18])=[CH:12][S:13](=[O:15])(=[O:14])[C:8]=2[CH:7]=1)(=[O:4])=[O:3].C(O[C:26]([C:28]1[N:29]([NH:33][CH2:34][CH2:35][C:36]([CH3:39])([CH3:38])[CH3:37])[CH:30]=[CH:31][CH:32]=1)=[O:27])C=C.[O-]CC.[Na+].C(O)C, predict the reaction product. The product is: [CH3:39][C:36]([CH3:37])([CH3:38])[CH2:35][CH2:34][N:33]1[C:17](=[O:18])[C:16]([C:11]2[NH:10][C:9]3[CH:20]=[CH:21][C:6]([NH:5][S:2]([CH3:1])(=[O:3])=[O:4])=[CH:7][C:8]=3[S:13](=[O:15])(=[O:14])[CH:12]=2)=[C:26]([OH:27])[C:28]2=[CH:32][CH:31]=[CH:30][N:29]12. (5) Given the reactants [NH2:1][CH2:2][C:3]1[N:7]=[C:6]([C@H:8]([CH2:17][CH2:18][CH2:19][CH:20]2[CH2:25][CH2:24][CH2:23][CH2:22][CH2:21]2)[CH2:9][C:10]([O:12][C:13]([CH3:16])([CH3:15])[CH3:14])=[O:11])[O:5][N:4]=1.[CH2:26]([S:28](Cl)(=[O:30])=[O:29])[CH3:27], predict the reaction product. The product is: [CH:20]1([CH2:19][CH2:18][CH2:17][C@@H:8]([C:6]2[O:5][N:4]=[C:3]([CH2:2][NH:1][S:28]([CH2:26][CH3:27])(=[O:30])=[O:29])[N:7]=2)[CH2:9][C:10]([O:12][C:13]([CH3:15])([CH3:16])[CH3:14])=[O:11])[CH2:21][CH2:22][CH2:23][CH2:24][CH2:25]1. (6) Given the reactants [C:1]([N:8]1[C:20]2[CH:19]=[CH:18][C:17]([CH3:21])=[CH:16][C:15]=2[C:14]2[C:9]1=[CH:10][CH:11]=[CH:12][CH:13]=2)([O:3][C:4]([CH3:7])([CH3:6])[CH3:5])=[O:2].[Br:22]N1C(=O)CCC1=O.C(OOC(=O)C1C=CC=CC=1)(=O)C1C=CC=CC=1, predict the reaction product. The product is: [C:1]([N:8]1[C:20]2[CH:19]=[CH:18][C:17]([CH2:21][Br:22])=[CH:16][C:15]=2[C:14]2[C:9]1=[CH:10][CH:11]=[CH:12][CH:13]=2)([O:3][C:4]([CH3:7])([CH3:6])[CH3:5])=[O:2]. (7) The product is: [C:1]1(/[CH:7]=[CH:8]/[C:9]2[CH:10]=[CH:11][CH:12]=[CH:13][CH:14]=2)[CH:6]=[CH:5][CH:4]=[CH:3][CH:2]=1. Given the reactants [C:1]1(/[CH:7]=[CH:8]\[C:9]2[CH:14]=[CH:13][CH:12]=[CH:11][CH:10]=2)[CH:6]=[CH:5][CH:4]=[CH:3][CH:2]=1.[CH2-]C(C)=O, predict the reaction product. (8) Given the reactants [Br-].[CH2:2]([O:4][C:5](=[O:10])[CH2:6][CH2:7][CH2:8][Zn+])[CH3:3].Br[C:12]1[CH:17]=[CH:16][CH:15]=[C:14]([O:18][CH3:19])[CH:13]=1.O.Cl, predict the reaction product. The product is: [CH3:19][O:18][C:14]1[CH:13]=[C:12]([CH2:8][CH2:7][CH2:6][C:5]([O:4][CH2:2][CH3:3])=[O:10])[CH:17]=[CH:16][CH:15]=1. (9) Given the reactants C([O:8][N:9]1[C:14]2[N:15]=[CH:16][N:17]=[C:18]([CH3:19])[C:13]=2[C:12]([NH:20][CH2:21][C:22]2[CH:23]=[N:24][CH:25]=[CH:26][C:27]=2[CH3:28])=[CH:11][C:10]1=[O:29])C1C=CC=CC=1.CO.[H][H], predict the reaction product. The product is: [OH:8][N:9]1[C:14]2[N:15]=[CH:16][N:17]=[C:18]([CH3:19])[C:13]=2[C:12]([NH:20][CH2:21][C:22]2[CH:23]=[N:24][CH:25]=[CH:26][C:27]=2[CH3:28])=[CH:11][C:10]1=[O:29]. (10) Given the reactants [OH:1][CH2:2][C@@H:3]([NH:8][C:9]([C:11]1[CH:16]=[N:15][C:14]([N:17]2[CH2:21][CH2:20][CH2:19][CH2:18]2)=[C:13]([O:22][CH2:23][CH2:24]C)[N:12]=1)=[O:10])[CH2:4][CH:5]([CH3:7])[CH3:6].[CH3:26][O:27]CCOC1N=C(C(O)=O)C=NC=1N1CCCC1.N[C@@H](CC(C)C)CO, predict the reaction product. The product is: [OH:1][CH2:2][C@@H:3]([NH:8][C:9]([C:11]1[CH:16]=[N:15][C:14]([N:17]2[CH2:18][CH2:19][CH2:20][CH2:21]2)=[C:13]([O:22][CH2:23][CH2:24][O:27][CH3:26])[N:12]=1)=[O:10])[CH2:4][CH:5]([CH3:7])[CH3:6].